This data is from Rat liver microsome stability data. The task is: Regression/Classification. Given a drug SMILES string, predict its absorption, distribution, metabolism, or excretion properties. Task type varies by dataset: regression for continuous measurements (e.g., permeability, clearance, half-life) or binary classification for categorical outcomes (e.g., BBB penetration, CYP inhibition). Dataset: rlm. (1) The compound is Clc1cccc(-c2ccc(-c3nnc(CCCc4ccc5cccnc5n4)o3)cc2)c1. The result is 1 (stable in rat liver microsomes). (2) The compound is CC(C)(C#N)c1ccc(-c2c(C(=O)N3CCN(C(=O)C4CC4)CC3)cnc3ccc(F)cc23)cc1. The result is 1 (stable in rat liver microsomes). (3) The molecule is C[C@@H]1CCCN1CCCOc1ccc(C2=NNC(=O)CC2)cc1. The result is 0 (unstable in rat liver microsomes). (4) The compound is Cc1cc(C)nc(NC(=S)N2CCN(c3ccc(C(F)(F)F)cn3)CC2)c1. The result is 0 (unstable in rat liver microsomes). (5) The molecule is C=C(C)[C@@H]1CC[C@]2(CNCCCN3CCCCC3)CC[C@]3(C)[C@H](CC[C@@H]4[C@@]5(C)CC=C(c6ccc(C(=O)O)cc6)C(C)(C)[C@@H]5CC[C@]43C)[C@@H]12. The result is 0 (unstable in rat liver microsomes). (6) The compound is O=C1Nc2c(Cl)cccc2C1=Cc1cc(Cl)c(O)c(Cl)c1. The result is 0 (unstable in rat liver microsomes). (7) The drug is O=C(N[C@H](Cc1c[nH]c2ccccc12)C(=O)Nc1ccncc1)c1ccc(N2CCN(c3cccc(Cl)c3)CC2)cc1F. The result is 1 (stable in rat liver microsomes). (8) The molecule is Cc1csc(C#Cc2cccnc2)n1. The result is 0 (unstable in rat liver microsomes). (9) The molecule is N#Cc1ccc(-c2ccc(O[C@H]3O[C@H](CO)[C@@H](O)[C@H](O)[C@@H]3O)cc2)cc1. The result is 0 (unstable in rat liver microsomes). (10) The molecule is CNC[C@@H](O)CCN1c2ccccc2N(c2cccc(OC)c2)S1(=O)=O. The result is 1 (stable in rat liver microsomes).